This data is from Reaction yield outcomes from USPTO patents with 853,638 reactions. The task is: Predict the reaction yield, written as a fraction of the theoretical maximum amount of product (1.0 means a 100% yield; for example, 0.34 means a 34% yield). (1) The reactants are [Br:1][C:2]1[CH:3]=[C:4](I)[C:5]([O:8][CH3:9])=[N:6][CH:7]=1.[CH3:11][S:12]([NH2:15])(=[O:14])=[O:13].C(=O)([O-])[O-].[Cs+].[Cs+].O. The catalyst is [Cu]I.CN(C=O)C. The product is [Br:1][C:2]1[CH:3]=[C:4]([NH:15][S:12]([CH3:11])(=[O:14])=[O:13])[C:5]([O:8][CH3:9])=[N:6][CH:7]=1. The yield is 0.590. (2) The reactants are [Br:1][C:2]1[CH:3]=[C:4]2[N:10](C(=O)C)[N:9]=[CH:8][C:5]2=[N:6][CH:7]=1.[OH-].[Na+].Cl. The catalyst is O1CCCC1.CO.O. The product is [Br:1][C:2]1[CH:3]=[C:4]2[NH:10][N:9]=[CH:8][C:5]2=[N:6][CH:7]=1. The yield is 0.860. (3) The reactants are [C:1](NC(=O)[O-])([CH3:4])([CH3:3])[CH3:2].[C:9]([O-:12])([O-])=[O:10].[K+].[K+].Br[C:16]1[N:17]=[C:18]2[CH:24]=[C:23]([C:25]3[CH:30]=[CH:29][C:28]([C:31]4([CH3:36])[O:35][CH2:34][CH2:33][O:32]4)=[CH:27][CH:26]=3)[N:22]([CH2:37][O:38][CH2:39][CH2:40][Si:41]([CH3:44])([CH3:43])[CH3:42])[C:19]2=[N:20][CH:21]=1.C([Si](C)(C)C)#C.BrC1C(N)=[N:54]C=C(Br)N=1. The catalyst is C([O-])(=O)C.[Pd+2].C([O-])(=O)C.C1(B(O)O)C=CC=CC=1.CC(C1C=C(C(C)C)C(C2C=CC=CC=2P(C2CCCCC2)C2CCCCC2)=C(C(C)C)C=1)C.CCOC(C)=O. The product is [CH3:36][C:31]1([C:28]2[CH:29]=[CH:30][C:25]([C:23]3[N:22]([CH2:37][O:38][CH2:39][CH2:40][Si:41]([CH3:44])([CH3:43])[CH3:42])[C:19]4=[N:20][CH:21]=[C:16]([NH:54][C:9](=[O:10])[O:12][C:1]([CH3:4])([CH3:3])[CH3:2])[N:17]=[C:18]4[CH:24]=3)=[CH:26][CH:27]=2)[O:35][CH2:34][CH2:33][O:32]1. The yield is 0.670. (4) The reactants are Br[C:2]1[CH:3]=[C:4]([O:8][CH3:9])[CH:5]=[N:6][CH:7]=1.[CH3:10][CH:11]([OH:15])[CH2:12][CH:13]=[CH2:14].C(N(CC)CC)C.C(#N)C. The catalyst is O.C([O-])(=O)C.[Pd+2].C([O-])(=O)C.C1(C)C=CC=CC=1P(C1C=CC=CC=1C)C1C=CC=CC=1C. The product is [CH3:9][O:8][C:4]1[CH:3]=[C:2](/[CH:14]=[CH:13]/[CH2:12][CH:11]([OH:15])[CH3:10])[CH:7]=[N:6][CH:5]=1. The yield is 0.703. (5) The yield is 0.620. The reactants are I[C:2]1[CH:3]=[C:4]([C:20]([NH:22][CH2:23][C:24]2[CH:29]=[CH:28][C:27]([S:30]([CH3:33])(=[O:32])=[O:31])=[CH:26][CH:25]=2)=[O:21])[C:5](=[O:19])[N:6]([C:9]2[CH:14]=[CH:13][CH:12]=[C:11]([C:15]([F:18])([F:17])[F:16])[CH:10]=2)[C:7]=1[CH3:8].[O:34]1[CH:38]=[CH:37][C:36](B(O)O)=[CH:35]1.C([O-])([O-])=O.[Na+].[Na+]. The product is [CH3:33][S:30]([C:27]1[CH:28]=[CH:29][C:24]([CH2:23][NH:22][C:20]([C:4]2[C:5](=[O:19])[N:6]([C:9]3[CH:14]=[CH:13][CH:12]=[C:11]([C:15]([F:18])([F:17])[F:16])[CH:10]=3)[C:7]([CH3:8])=[C:2]([C:36]3[CH:37]=[CH:38][O:34][CH:35]=3)[CH:3]=2)=[O:21])=[CH:25][CH:26]=1)(=[O:32])=[O:31]. The catalyst is C1C=CC([P]([Pd]([P](C2C=CC=CC=2)(C2C=CC=CC=2)C2C=CC=CC=2)([P](C2C=CC=CC=2)(C2C=CC=CC=2)C2C=CC=CC=2)[P](C2C=CC=CC=2)(C2C=CC=CC=2)C2C=CC=CC=2)(C2C=CC=CC=2)C2C=CC=CC=2)=CC=1.COCCOC. (6) The yield is 0.710. The product is [Cl:1][C:2]1[CH:10]=[CH:9][CH:8]=[CH:7][C:3]=1[C:4]([NH:6][C:11](=[O:15])[NH:29][C:27]1[S:28][C:24]2[CH:23]=[C:22]([S:19]([CH:17]=[CH2:18])(=[O:21])=[O:20])[CH:31]=[CH:30][C:25]=2[N:26]=1)=[O:5]. The catalyst is C1COCC1. The reactants are [Cl:1][C:2]1[CH:10]=[CH:9][CH:8]=[CH:7][C:3]=1[C:4]([NH2:6])=[O:5].[C:11](Cl)(=[O:15])C(Cl)=O.[CH:17]([S:19]([C:22]1[CH:31]=[CH:30][C:25]2[N:26]=[C:27]([NH2:29])[S:28][C:24]=2[CH:23]=1)(=[O:21])=[O:20])=[CH2:18]. (7) The reactants are [F:1][C:2]1[N:6]([CH3:7])[N:5]=[C:4]([C:8]([F:11])([F:10])[F:9])[C:3]=1[CH2:12]O.P(Br)(Br)[Br:15].O. The catalyst is C(OCC)C. The product is [Br:15][CH2:12][C:3]1[C:4]([C:8]([F:11])([F:10])[F:9])=[N:5][N:6]([CH3:7])[C:2]=1[F:1]. The yield is 0.808. (8) The reactants are [N-]=C=O.[O:4]=[C:5]1[CH:10]=[N:9][C:8]2[N:11]=[CH:12][CH:13]=[C:14]([O:15][C:16]3[CH:21]=[CH:20][C:19]([NH:22][C:23](=[O:29])OC(C)(C)C)=[CH:18][CH:17]=3)[C:7]=2[NH:6]1.[Cl:30][C:31]1[CH:36]=[CH:35][C:34]([N:37]=C=O)=[CH:33][C:32]=1[C:40]([F:43])([F:42])[F:41]. The catalyst is FC(F)(F)C(O)=O. The product is [Cl:30][C:31]1[CH:36]=[CH:35][C:34]([NH:37][C:23]([NH:22][C:19]2[CH:20]=[CH:21][C:16]([O:15][C:14]3[C:7]4[NH:6][C:5](=[O:4])[CH:10]=[N:9][C:8]=4[N:11]=[CH:12][CH:13]=3)=[CH:17][CH:18]=2)=[O:29])=[CH:33][C:32]=1[C:40]([F:41])([F:42])[F:43]. The yield is 0.0500.